Dataset: Forward reaction prediction with 1.9M reactions from USPTO patents (1976-2016). Task: Predict the product of the given reaction. (1) The product is: [OH:23][CH:24]([C:29]1[S:33][C:32]([C:34](=[O:35])[CH2:14][CH2:13][C:12](=[O:15])[CH:11]([C:8]2[CH:7]=[CH:6][C:5]([S:2]([CH3:1])(=[O:4])=[O:3])=[CH:10][CH:9]=2)[CH2:16][CH:17]2[CH2:22][CH2:21][O:20][CH2:19][CH2:18]2)=[N:31][CH:30]=1)[C:25]([OH:28])([CH3:27])[CH3:26]. Given the reactants [CH3:1][S:2]([C:5]1[CH:10]=[CH:9][C:8]([CH:11]([CH2:16][CH:17]2[CH2:22][CH2:21][O:20][CH2:19][CH2:18]2)[C:12](=[O:15])[CH:13]=[CH2:14])=[CH:7][CH:6]=1)(=[O:4])=[O:3].[OH:23][CH:24]([C:29]1[S:33][C:32]([CH:34]=[O:35])=[N:31][CH:30]=1)[C:25]([OH:28])([CH3:27])[CH3:26].C(N(CC)CC)C.O1CCCC1, predict the reaction product. (2) Given the reactants [CH3:1][O:2][C:3](=[O:19])[CH:4]([NH:9][CH2:10][C:11]1[CH:16]=[CH:15][C:14]([F:17])=[C:13]([Cl:18])[CH:12]=1)[C:5]([CH3:8])([CH3:7])[CH3:6].[C:20](OCl)(=[O:27])[CH2:21][C:22]([O:24][CH2:25][CH3:26])=[O:23], predict the reaction product. The product is: [CH3:1][O:2][C:3](=[O:19])[CH:4]([N:9]([CH2:10][C:11]1[CH:16]=[CH:15][C:14]([F:17])=[C:13]([Cl:18])[CH:12]=1)[C:20](=[O:27])[CH2:21][C:22]([O:24][CH2:25][CH3:26])=[O:23])[C:5]([CH3:8])([CH3:7])[CH3:6]. (3) Given the reactants [CH2:1]([O:3][C:4]([C:6]1[CH:11]=[C:10]([Br:12])[C:9](=[O:13])[NH:8][C:7]=1[C:14]([F:17])([F:16])[F:15])=[O:5])[CH3:2].[CH2:18](O)[C:19]([F:22])([F:21])[F:20].C1(P(C2C=CC=CC=2)C2C=CC=CC=2)C=CC=CC=1.N(C(OC(C)C)=O)=NC(OC(C)C)=O, predict the reaction product. The product is: [CH2:1]([O:3][C:4](=[O:5])[C:6]1[CH:11]=[C:10]([Br:12])[C:9]([O:13][CH2:18][C:19]([F:22])([F:21])[F:20])=[N:8][C:7]=1[C:14]([F:17])([F:15])[F:16])[CH3:2]. (4) Given the reactants [Br:1][C:2]1[N:7]=[CH:6][C:5](/[N:8]=[CH:9]/[CH:10](OCC)C)=[C:4]([NH:15][CH:16]([CH3:21])[C:17]([F:20])([F:19])[F:18])[CH:3]=1.C(=O)([O-])[O-].[K+].[K+].CN(C)C=O, predict the reaction product. The product is: [Br:1][C:2]1[N:7]=[CH:6][C:5]2[N:8]=[C:9]([CH3:10])[N:15]([CH:16]([CH3:21])[C:17]([F:20])([F:19])[F:18])[C:4]=2[CH:3]=1. (5) Given the reactants I[C:2]1[CH:7]=[C:6]([I:8])[N:5]=[N:4][C:3]=1[NH2:9].CCN(CC)CC.[CH2:17]([C:20]1[CH:25]=[CH:24][CH:23]=[CH:22][CH:21]=1)[C:18]#[CH:19], predict the reaction product. The product is: [CH2:17]([C:18]1[NH:9][C:3]2[N:4]=[N:5][C:6]([I:8])=[CH:7][C:2]=2[CH:19]=1)[C:20]1[CH:25]=[CH:24][CH:23]=[CH:22][CH:21]=1. (6) Given the reactants [C:1]([N:5]=[C:6]=[O:7])([CH3:4])([CH3:3])[CH3:2].[O:8]1[CH2:13][CH2:12][N:11]([CH2:14][CH2:15][CH2:16][O:17][C:18]2[CH:19]=[C:20]([CH:22]=[CH:23][CH:24]=2)[NH2:21])[CH2:10][CH2:9]1, predict the reaction product. The product is: [C:1]([NH:5][C:6]([NH:21][C:20]1[CH:22]=[CH:23][CH:24]=[C:18]([O:17][CH2:16][CH2:15][CH2:14][N:11]2[CH2:10][CH2:9][O:8][CH2:13][CH2:12]2)[CH:19]=1)=[O:7])([CH3:4])([CH3:3])[CH3:2]. (7) Given the reactants O=[C:2]1[C:11]2[N:10]=[CH:9][CH:8]=[CH:7][C:6]=2[CH:5]=[C:4]([C:12]([O:14][CH2:15][CH3:16])=[O:13])[NH:3]1.P(Cl)(Cl)([Cl:19])=O, predict the reaction product. The product is: [Cl:19][C:2]1[N:3]=[C:4]([C:12]([O:14][CH2:15][CH3:16])=[O:13])[CH:5]=[C:6]2[C:11]=1[N:10]=[CH:9][CH:8]=[CH:7]2. (8) Given the reactants Cl[C:2]1[C:3]2[CH:10]=[C:9]([CH3:11])[NH:8][C:4]=2[N:5]=[CH:6][N:7]=1.NC1NC(C)=CC=1C(OCC)=[O:19].C(O)=O.CN(C=O)C, predict the reaction product. The product is: [CH3:11][C:9]1[NH:8][C:4]2[N:5]=[CH:6][N:7]=[C:2]([OH:19])[C:3]=2[CH:10]=1. (9) Given the reactants [CH3:1][C:2]1([CH3:30])[CH2:7][CH2:6][N:5]([C:8]2[N:13]3[N:14]=[C:15]([C:17]4[CH:22]=[CH:21][CH:20]=[CH:19][CH:18]=4)[N:16]=[C:12]3[N:11]=[C:10]([CH3:23])[C:9]=2[CH:24]([OH:29])[C:25]([O:27][CH3:28])=[O:26])[CH2:4][CH2:3]1.[C:31](OC(=O)C)([CH3:34])([CH3:33])[CH3:32].C(Cl)Cl.Cl(O)(=O)(=O)=O, predict the reaction product. The product is: [C:31]([O:29][CH:24]([C:9]1[C:10]([CH3:23])=[N:11][C:12]2[N:13]([N:14]=[C:15]([C:17]3[CH:18]=[CH:19][CH:20]=[CH:21][CH:22]=3)[N:16]=2)[C:8]=1[N:5]1[CH2:4][CH2:3][C:2]([CH3:30])([CH3:1])[CH2:7][CH2:6]1)[C:25]([O:27][CH3:28])=[O:26])([CH3:34])([CH3:33])[CH3:32].